From a dataset of Peptide-MHC class II binding affinity with 134,281 pairs from IEDB. Regression. Given a peptide amino acid sequence and an MHC pseudo amino acid sequence, predict their binding affinity value. This is MHC class II binding data. The peptide sequence is KGELIDQLGVRDKEAGVALR. The MHC is DRB1_0101 with pseudo-sequence DRB1_0101. The binding affinity (normalized) is 0.549.